Dataset: Catalyst prediction with 721,799 reactions and 888 catalyst types from USPTO. Task: Predict which catalyst facilitates the given reaction. (1) Reactant: Br[CH2:2][C:3]1[C:4]([C:18]([O:20][CH2:21][CH3:22])=[O:19])=[N:5][O:6][C:7]=1[C:8]1[CH:13]=[CH:12][C:11]([C:14]([F:17])([F:16])[F:15])=[CH:10][CH:9]=1.C(N(CC)CC)C.[CH:30]([NH2:33])([CH3:32])[CH3:31]. Product: [CH:30]([NH:33][CH2:2][C:3]1[C:4]([C:18]([O:20][CH2:21][CH3:22])=[O:19])=[N:5][O:6][C:7]=1[C:8]1[CH:13]=[CH:12][C:11]([C:14]([F:17])([F:16])[F:15])=[CH:10][CH:9]=1)([CH3:32])[CH3:31]. The catalyst class is: 4. (2) Reactant: C(N(CC)CC)C.[CH3:8][S:9](Cl)(=[O:11])=[O:10].[CH2:13]([N:20]1[C:24]2([CH2:29][CH2:28][NH:27][CH2:26][CH2:25]2)[NH:23][CH:22]([CH2:30][C:31]2[CH:36]=[CH:35][CH:34]=[CH:33][CH:32]=2)[C:21]1=[O:37])[C:14]1[CH:19]=[CH:18][CH:17]=[CH:16][CH:15]=1.C(=O)([O-])[O-].[Na+].[Na+]. Product: [CH2:13]([N:20]1[C:24]2([CH2:25][CH2:26][N:27]([S:9]([CH3:8])(=[O:11])=[O:10])[CH2:28][CH2:29]2)[NH:23][CH:22]([CH2:30][C:31]2[CH:32]=[CH:33][CH:34]=[CH:35][CH:36]=2)[C:21]1=[O:37])[C:14]1[CH:19]=[CH:18][CH:17]=[CH:16][CH:15]=1. The catalyst class is: 2.